Dataset: Reaction yield outcomes from USPTO patents with 853,638 reactions. Task: Predict the reaction yield, written as a fraction of the theoretical maximum amount of product (1.0 means a 100% yield; for example, 0.34 means a 34% yield). (1) The reactants are [Cl:1][C:2]1[CH:37]=[CH:36][C:5]([C:6]([N:8]2[C:16]3[C:11](=[CH:12][C:13]([O:17][CH3:18])=[CH:14][CH:15]=3)[C:10]([CH2:19][C:20]([NH:22][CH2:23][CH2:24][NH:25][C:26](=[O:34])[C:27]3[CH:32]=[CH:31][C:30]([OH:33])=[CH:29][CH:28]=3)=[O:21])=[C:9]2[CH3:35])=[O:7])=[CH:4][CH:3]=1.[S:38](Cl)([C:41]1[CH:47]=[CH:46][C:44]([CH3:45])=[CH:43][CH:42]=1)(=[O:40])=[O:39]. The catalyst is CN(C=O)C.N1C=CC=CC=1. The product is [Cl:1][C:2]1[CH:3]=[CH:4][C:5]([C:6]([N:8]2[C:16]3[C:11](=[CH:12][C:13]([O:17][CH3:18])=[CH:14][CH:15]=3)[C:10]([CH2:19][C:20]([NH:22][CH2:23][CH2:24][NH:25][C:26]([C:27]3[CH:28]=[CH:29][C:30]([O:33][S:38]([C:41]4[CH:47]=[CH:46][C:44]([CH3:45])=[CH:43][CH:42]=4)(=[O:40])=[O:39])=[CH:31][CH:32]=3)=[O:34])=[O:21])=[C:9]2[CH3:35])=[O:7])=[CH:36][CH:37]=1. The yield is 0.330. (2) The reactants are [C:1](Cl)(=[O:8])[C:2]1[CH:7]=[CH:6][CH:5]=[CH:4][CH:3]=1.[NH2:10][C:11]1[S:12][C:13]([C:24]2[CH:29]=[CH:28][N:27]=[C:26]([NH2:30])[CH:25]=2)=[C:14]([C:16]2[CH:21]=[CH:20][C:19]([O:22][CH3:23])=[CH:18][CH:17]=2)[N:15]=1.[C:31](=[O:34])([O-])O.[Na+]. The catalyst is CN(C)C1C=CN=CC=1.CN(C)C(=O)C. The product is [C:1]([NH:10][C:11]1[S:12][C:13]([C:24]2[CH:29]=[CH:28][N:27]=[C:26]([NH:30][C:31](=[O:34])[C:2]3[CH:7]=[CH:6][CH:5]=[CH:4][CH:3]=3)[CH:25]=2)=[C:14]([C:16]2[CH:21]=[CH:20][C:19]([O:22][CH3:23])=[CH:18][CH:17]=2)[N:15]=1)(=[O:8])[C:2]1[CH:7]=[CH:6][CH:5]=[CH:4][CH:3]=1. The yield is 0.370. (3) The reactants are [CH3:1][O:2][C:3]1[CH:11]=[C:10]2[C:6]([CH2:7][CH2:8][C:9]2=O)=[CH:5][CH:4]=1.[CH3:13][CH2:14][OH:15].[H-].[Na+].C1C[O:21][CH2:20][CH2:19]1. The catalyst is C(OCC)C. The product is [CH2:14]([O:15][C:20](=[O:21])[CH:19]=[C:9]1[C:10]2[C:6](=[CH:5][CH:4]=[C:3]([O:2][CH3:1])[CH:11]=2)[CH2:7][CH2:8]1)[CH3:13]. The yield is 0.470. (4) The reactants are [CH3:1][O:2][C:3]1[CH:8]=[CH:7][C:6]([C:9]2([C:12]([OH:14])=[O:13])[CH2:11][CH2:10]2)=[CH:5][CH:4]=1.O.[C:16]1(C)C=CC(S(O)(=O)=O)=CC=1. The catalyst is CO. The product is [CH3:16][O:13][C:12]([C:9]1([C:6]2[CH:5]=[CH:4][C:3]([O:2][CH3:1])=[CH:8][CH:7]=2)[CH2:10][CH2:11]1)=[O:14]. The yield is 0.990.